This data is from CYP2C9 inhibition data for predicting drug metabolism from PubChem BioAssay. The task is: Regression/Classification. Given a drug SMILES string, predict its absorption, distribution, metabolism, or excretion properties. Task type varies by dataset: regression for continuous measurements (e.g., permeability, clearance, half-life) or binary classification for categorical outcomes (e.g., BBB penetration, CYP inhibition). Dataset: cyp2c9_veith. (1) The drug is Oc1c(CN2CCCCC2)cc(Br)c2cccnc12. The result is 0 (non-inhibitor). (2) The molecule is O=C(Nc1ccc(Cl)cc1Cl)c1cccc(N2C(=O)C=CC2=O)c1. The result is 1 (inhibitor). (3) The drug is O=C(NC(N1CCCC1)C(Cl)(Cl)Cl)c1ccccc1. The result is 0 (non-inhibitor). (4) The molecule is Cc1cc(S(=O)(=O)NCCCN2CCOCC2)ccc1F. The result is 0 (non-inhibitor). (5) The compound is O=C(CN(Cc1ccccc1)S(=O)(=O)c1ccc2c(c1)OCCO2)N/N=C/c1ccc(F)cc1. The result is 1 (inhibitor). (6) The molecule is CN(Cc1cc2ccccc2[nH]c1=O)S(C)(=O)=O. The result is 0 (non-inhibitor). (7) The molecule is Cc1cc(C)c(S(=O)(=O)N2CCCCC2)c(C)c1N(C)S(=O)(=O)c1ccccc1. The result is 1 (inhibitor).